Predict which catalyst facilitates the given reaction. From a dataset of Catalyst prediction with 721,799 reactions and 888 catalyst types from USPTO. (1) Reactant: [CH3:1][C:2]1[O:6][N:5]=[C:4]([OH:7])[CH:3]=1.C(=O)([O-])[O-].[K+].[K+].F[C:15]1[CH:22]=[CH:21][C:18]([CH:19]=[O:20])=[CH:17][CH:16]=1. Product: [CH3:1][C:2]1[O:6][N:5]=[C:4]([O:7][C:15]2[CH:22]=[CH:21][C:18]([CH:19]=[O:20])=[CH:17][CH:16]=2)[CH:3]=1. The catalyst class is: 395. (2) Reactant: [CH3:1][C:2]1[CH:3]=[CH:4][C:5]([C:21]([NH:23][C:24]2[CH:25]=[C:26]([C:36]([F:39])([F:38])[F:37])[CH:27]=[C:28]([N:30]3[CH:34]=[N:33][C:32]([CH3:35])=[CH:31]3)[CH:29]=2)=[O:22])=[CH:6][C:7]=1[NH:8][C:9]1[N:10]=[CH:11][CH:12]=[C:13]([C:15]2[CH:16]=[CH:17][CH:18]=[N:19][CH:20]=2)[N:14]=1.[C:40]([OH:47])(=[O:46])[CH2:41][CH2:42][C:43]([OH:45])=[O:44]. Product: [CH3:1][C:2]1[CH:3]=[CH:4][C:5]([C:21]([NH:23][C:24]2[CH:25]=[C:26]([C:36]([F:38])([F:39])[F:37])[CH:27]=[C:28]([N:30]3[CH:34]=[N:33][C:32]([CH3:35])=[CH:31]3)[CH:29]=2)=[O:22])=[CH:6][C:7]=1[NH:8][C:9]1[N:10]=[CH:11][CH:12]=[C:13]([C:15]2[CH:16]=[CH:17][CH:18]=[N:19][CH:20]=2)[N:14]=1.[C:40]([O-:47])(=[O:46])[CH2:41][CH2:42][C:43]([O-:45])=[O:44]. The catalyst class is: 37. (3) Reactant: [C:1]([O:9][C:10]1[C:11]([C:30]([O:32][CH3:33])=[O:31])=[N:12][C:13]([CH:17]([N:21]([C:23]([O:25][C:26]([CH3:29])([CH3:28])[CH3:27])=[O:24])[CH3:22])[CH2:18][CH:19]=[CH2:20])=[N:14][C:15]=1[OH:16])(=[O:8])[C:2]1[CH:7]=[CH:6][CH:5]=[CH:4][CH:3]=1.O.C1C(=O)N([Br:42])C(=O)C1. Product: [C:1]([O:9][C:10]1[C:15](=[O:16])[N:14]=[C:13]2[CH:17]([N:21]([C:23]([O:25][C:26]([CH3:28])([CH3:27])[CH3:29])=[O:24])[CH3:22])[CH2:18][CH:19]([CH2:20][Br:42])[N:12]2[C:11]=1[C:30]([O:32][CH3:33])=[O:31])(=[O:8])[C:2]1[CH:7]=[CH:6][CH:5]=[CH:4][CH:3]=1. The catalyst class is: 16. (4) Reactant: C([O:4][C:5]1[CH:16]=[CH:15][C:8]([O:9][CH2:10][C:11]([O:13][CH3:14])=[O:12])=[C:7]([CH3:17])[CH:6]=1)(=O)C.B(O[O-])=O.O.[Na+]. Product: [OH:4][C:5]1[CH:16]=[CH:15][C:8]([O:9][CH2:10][C:11]([O:13][CH3:14])=[O:12])=[C:7]([CH3:17])[CH:6]=1. The catalyst class is: 5. (5) Reactant: [C:1]([C:3]1[CH:4]=[C:5]([CH:19]=[C:20]([O:24][C:25]([F:28])([F:27])[F:26])[C:21]=1[O:22]C)[C:6]([N:8]1[C:12]2[CH:13]=[CH:14][CH:15]=[CH:16][C:11]=2[S:10](=[O:18])(=[O:17])[CH2:9]1)=[O:7])#[N:2].[Cl-].[Li+].Cl. Product: [C:1]([C:3]1[CH:4]=[C:5]([CH:19]=[C:20]([O:24][C:25]([F:28])([F:26])[F:27])[C:21]=1[OH:22])[C:6]([N:8]1[C:12]2[CH:13]=[CH:14][CH:15]=[CH:16][C:11]=2[S:10](=[O:17])(=[O:18])[CH2:9]1)=[O:7])#[N:2]. The catalyst class is: 9. (6) Reactant: [Br:1][C:2]1[CH:7]=[CH:6][C:5](I)=[CH:4][CH:3]=1.[Cl:9][C:10]1[CH:15]=[CH:14][C:13]([C:16]2[CH:17]=[CH:18][C:19]([C:22]#[CH:23])=[N:20][CH:21]=2)=[CH:12][CH:11]=1.BrCl.C(Cl)Cl. Product: [Br:1][C:2]1[CH:7]=[CH:6][C:5]([C:23]#[C:22][C:19]2[CH:18]=[CH:17][C:16]([C:13]3[CH:14]=[CH:15][C:10]([Cl:9])=[CH:11][CH:12]=3)=[CH:21][N:20]=2)=[CH:4][CH:3]=1. The catalyst class is: 10. (7) Reactant: F[C:2]1[CH:3]=[CH:4][C:5]([N+:9]([O-:11])=[O:10])=[C:6]([OH:8])[CH:7]=1.[CH3:12][C:13]1[NH:14][CH:15]=[CH:16][N:17]=1. Product: [CH3:12][C:13]1[N:14]([C:2]2[CH:3]=[CH:4][C:5]([N+:9]([O-:11])=[O:10])=[C:6]([OH:8])[CH:7]=2)[CH:15]=[CH:16][N:17]=1. The catalyst class is: 23. (8) Reactant: [OH:1][CH2:2][N:3]1[C:7](=[O:8])[C:6]([C:15]2[CH:20]=[CH:19][CH:18]=[CH:17][CH:16]=2)([C:9]2[CH:14]=[CH:13][CH:12]=[CH:11][CH:10]=2)[NH:5][C:4]1=[O:21].[OH2:22]. Product: [C:9]1([C:6]2([C:15]3[CH:16]=[CH:17][CH:18]=[CH:19][CH:20]=3)[NH:5][C:4](=[O:21])[N:3]([CH2:2][O:1][CH:16]3[CH2:15][CH2:6][CH2:9][CH2:10][O:22]3)[C:7]2=[O:8])[CH:14]=[CH:13][CH:12]=[CH:11][CH:10]=1. The catalyst class is: 13. (9) Reactant: [F:1][C:2]([F:37])([F:36])[C:3]1[CH:4]=[C:5]([CH2:13][O:14][C@@H:15]2[CH2:21][CH2:20][C@@H:19]3[NH:22][C@@:16]2([C:30]2[CH:35]=[CH:34][CH:33]=[CH:32][CH:31]=2)[CH2:17][C@H:18]3[C:23]([O:25][C:26]([CH3:29])([CH3:28])[CH3:27])=[O:24])[CH:6]=[C:7]([C:9]([F:12])([F:11])[F:10])[CH:8]=1.C(=O)([O-])[O-].[K+].[K+].[CH2:44](Br)[CH:45]=[CH2:46]. Product: [CH2:46]([N:22]1[C@@H:19]2[C@H:18]([C:23]([O:25][C:26]([CH3:29])([CH3:28])[CH3:27])=[O:24])[CH2:17][C@@:16]1([C:30]1[CH:31]=[CH:32][CH:33]=[CH:34][CH:35]=1)[C@H:15]([O:14][CH2:13][C:5]1[CH:6]=[C:7]([C:9]([F:10])([F:11])[F:12])[CH:8]=[C:3]([C:2]([F:36])([F:1])[F:37])[CH:4]=1)[CH2:21][CH2:20]2)[CH:45]=[CH2:44]. The catalyst class is: 42.